Dataset: Reaction yield outcomes from USPTO patents with 853,638 reactions. Task: Predict the reaction yield, written as a fraction of the theoretical maximum amount of product (1.0 means a 100% yield; for example, 0.34 means a 34% yield). (1) The reactants are [NH2:1][C:2]1[CH:7]=[CH:6][CH:5]=[CH:4][C:3]=1[SH:8].[C:9]([CH2:11][C:12]([O:14][CH2:15][CH3:16])=[O:13])#N. No catalyst specified. The product is [S:8]1[C:3]2[CH:4]=[CH:5][CH:6]=[CH:7][C:2]=2[N:1]=[C:9]1[CH2:11][C:12]([O:14][CH2:15][CH3:16])=[O:13]. The yield is 0.720. (2) The product is [Cl:1][C:2]1[CH:6]=[N:5][N:4]([CH3:7])[C:3]=1[C:8]1[CH:9]=[C:10]([NH:15][C:16]([NH:18][C:19]2[CH:24]=[CH:23][C:22]([F:25])=[CH:21][C:20]=2[F:26])=[O:17])[CH:11]=[CH:12][C:13]=1[O:14][CH2:50][CH2:49][CH2:48][N:47]([CH3:52])[CH3:46]. The yield is 0.254. The reactants are [Cl:1][C:2]1[CH:6]=[N:5][N:4]([CH3:7])[C:3]=1[C:8]1[CH:9]=[C:10]([NH:15][C:16]([NH:18][C:19]2[CH:24]=[CH:23][C:22]([F:25])=[CH:21][C:20]=2[F:26])=[O:17])[CH:11]=[CH:12][C:13]=1[OH:14].C1(P(C2C=CC=CC=2)C2C=CC=CC=2)C=CC=CC=1.[CH3:46][N:47]([CH3:52])[CH2:48][CH2:49][CH2:50]O.N(C(OC(C)C)=O)=NC(OC(C)C)=O. The catalyst is C1COCC1. (3) The reactants are C([O:3][C:4](=[O:21])[C:5]1[CH:10]=[CH:9][CH:8]=[N:7][C:6]=1[O:11][C:12]1[CH:20]=[CH:19][C:15]2=[N:16][O:17][N:18]=[C:14]2[CH:13]=1)C.[Li+].[OH-]. The catalyst is O1CCCC1. The product is [N:16]1[O:17][N:18]=[C:14]2[CH:13]=[C:12]([O:11][C:6]3[N:7]=[CH:8][CH:9]=[CH:10][C:5]=3[C:4]([OH:21])=[O:3])[CH:20]=[CH:19][C:15]=12. The yield is 0.960. (4) The reactants are [O:1]1[C:5]2([CH2:10][CH2:9][CH:8]([N:11]3[C:16](=[O:17])[C:15]([CH2:18][C:19]4[CH:24]=[CH:23][C:22]([C:25]5[C:26]([C:31]#[N:32])=[CH:27][CH:28]=[CH:29][CH:30]=5)=[CH:21][CH:20]=4)=[C:14]([CH2:33][CH2:34][CH3:35])[N:13]4[N:36]=[C:37]([CH3:39])[N:38]=[C:12]34)[CH2:7][CH2:6]2)[O:4][CH2:3][CH2:2]1.C([BH3-])#N.[Na+].B(F)(F)F.CCOCC.C(=O)([O-])O.[Na+]. The catalyst is O1CCCC1. The product is [OH:1][CH2:2][CH2:3][O:4][C@H:5]1[CH2:10][CH2:9][C@H:8]([N:11]2[C:16](=[O:17])[C:15]([CH2:18][C:19]3[CH:24]=[CH:23][C:22]([C:25]4[C:26]([C:31]#[N:32])=[CH:27][CH:28]=[CH:29][CH:30]=4)=[CH:21][CH:20]=3)=[C:14]([CH2:33][CH2:34][CH3:35])[N:13]3[N:36]=[C:37]([CH3:39])[N:38]=[C:12]23)[CH2:7][CH2:6]1. The yield is 0.580. (5) The reactants are Cl.C(O[C:5]([C:7]1[CH:8]=[C:9]2[C:13](=[CH:14][CH:15]=1)[NH:12][N:11]=[C:10]2[C:16]1[CH:21]=[CH:20][C:19]([F:22])=[CH:18][CH:17]=1)=[NH:6])C.C([N:25](CC)CC)C.[C:30]([NH:35]N)(=O)[CH2:31][CH2:32][CH3:33]. No catalyst specified. The product is [F:22][C:19]1[CH:18]=[CH:17][C:16]([C:10]2[C:9]3[C:13](=[CH:14][CH:15]=[C:7]([C:5]4[NH:25][C:30]([CH2:31][CH2:32][CH3:33])=[N:35][N:6]=4)[CH:8]=3)[NH:12][N:11]=2)=[CH:21][CH:20]=1. The yield is 0.0800. (6) The reactants are N([O-])=O.[Na+].[Br:5][C:6]1[CH:12]=[CH:11][C:9](N)=[C:8]([O:13][C:14]([F:17])([F:16])[F:15])[CH:7]=1.[ClH:18]. The catalyst is O.Cl[Cu]. The yield is 0.400. The product is [Br:5][C:6]1[CH:12]=[CH:11][C:9]([Cl:18])=[C:8]([O:13][C:14]([F:17])([F:16])[F:15])[CH:7]=1.